From a dataset of Catalyst prediction with 721,799 reactions and 888 catalyst types from USPTO. Predict which catalyst facilitates the given reaction. (1) Reactant: [H-].[Na+:2].[CH2:3]([S:10][CH:11]([CH2:15][CH2:16][CH2:17][C:18]1[CH:23]=[CH:22][CH:21]=[CH:20][CH:19]=1)[C:12]([OH:14])=[O:13])[C:4]1[CH:9]=[CH:8][CH:7]=[CH:6][CH:5]=1. Product: [CH2:3]([S:10][CH:11]([CH2:15][CH2:16][CH2:17][C:18]1[CH:19]=[CH:20][CH:21]=[CH:22][CH:23]=1)[C:12]([O-:14])=[O:13])[C:4]1[CH:5]=[CH:6][CH:7]=[CH:8][CH:9]=1.[Na+:2]. The catalyst class is: 1. (2) Reactant: [CH:1]1([NH:4][S:5]([C:8]2[CH:13]=[CH:12][C:11]([C:14]3[C:26](=[O:27])[N:25]([CH2:28][CH3:29])[C:17]4[N:18]=[C:19](S(C)=O)[N:20]=[CH:21][C:16]=4[CH:15]=3)=[C:10]([CH3:30])[CH:9]=2)(=[O:7])=[O:6])[CH2:3][CH2:2]1.[CH3:31][N:32]1[CH2:37][CH2:36][CH:35]([CH2:38][CH2:39][NH2:40])[CH2:34][CH2:33]1.CCN(C(C)C)C(C)C. Product: [CH:1]1([NH:4][S:5]([C:8]2[CH:13]=[CH:12][C:11]([C:14]3[C:26](=[O:27])[N:25]([CH2:28][CH3:29])[C:17]4[N:18]=[C:19]([NH:40][CH2:39][CH2:38][CH:35]5[CH2:36][CH2:37][N:32]([CH3:31])[CH2:33][CH2:34]5)[N:20]=[CH:21][C:16]=4[CH:15]=3)=[C:10]([CH3:30])[CH:9]=2)(=[O:6])=[O:7])[CH2:3][CH2:2]1. The catalyst class is: 1. (3) Product: [C:1]([N:8]1[CH2:9][CH2:10][N:11]([CH2:21][CH2:22][O:23][CH3:24])[CH2:12][CH2:13]1)([O:3][C:4]([CH3:7])([CH3:6])[CH3:5])=[O:2]. The catalyst class is: 47. Reactant: [C:1]([N:8]1[CH2:13][CH2:12][NH:11][CH2:10][CH2:9]1)([O:3][C:4]([CH3:7])([CH3:6])[CH3:5])=[O:2].C([O-])([O-])=O.[K+].[K+].Br[CH2:21][CH2:22][O:23][CH3:24]. (4) The catalyst class is: 24. Product: [C:1]([C:3]1[CH:19]=[CH:18][C:6]([C:7]([NH:9][C@H:10]([C@@H:15]([OH:17])[CH3:16])[C:11]([OH:13])=[O:12])=[O:8])=[C:5]([OH:20])[CH:4]=1)#[CH:2]. Reactant: [C:1]([C:3]1[CH:19]=[CH:18][C:6]([C:7]([NH:9][C@H:10]([C@@H:15]([OH:17])[CH3:16])[C:11]([O:13]C)=[O:12])=[O:8])=[C:5]([OH:20])[CH:4]=1)#[CH:2].[OH-].[Na+].C(O)(=O)CC(CC(O)=O)(C(O)=O)O.CC(=O)OCC. (5) Reactant: CC(C)([O-])C.[K+].[CH2:7]([O:9][C:10](=[O:20])[CH2:11]P(OCC)(OCC)=O)[CH3:8].[CH:21]([CH:23]1[CH2:28][CH2:27][N:26]([C:29]([O:31][CH2:32][C:33]2[CH:38]=[CH:37][CH:36]=[CH:35][CH:34]=2)=[O:30])[CH2:25][CH2:24]1)=O.[Cl-].[NH4+]. Product: [CH2:7]([O:9][C:10](=[O:20])/[CH:11]=[CH:21]/[CH:23]1[CH2:28][CH2:27][N:26]([C:29]([O:31][CH2:32][C:33]2[CH:34]=[CH:35][CH:36]=[CH:37][CH:38]=2)=[O:30])[CH2:25][CH2:24]1)[CH3:8]. The catalyst class is: 13. (6) Reactant: Cl[C:2]1[C:7]2[CH2:8][CH2:9][CH2:10][C:6]=2[N:5]=[C:4]([CH:11]2[CH2:15][CH2:14][CH2:13][CH2:12]2)[N:3]=1.[CH3:16][O:17][C:18]([C:20]1([C:25]2[CH:30]=[CH:29][C:28]([NH2:31])=[CH:27][CH:26]=2)[CH2:24][CH2:23][CH2:22][CH2:21]1)=[O:19]. Product: [CH3:16][O:17][C:18]([C:20]1([C:25]2[CH:26]=[CH:27][C:28]([NH:31][C:2]3[C:7]4[CH2:8][CH2:9][CH2:10][C:6]=4[N:5]=[C:4]([CH:11]4[CH2:15][CH2:14][CH2:13][CH2:12]4)[N:3]=3)=[CH:29][CH:30]=2)[CH2:21][CH2:22][CH2:23][CH2:24]1)=[O:19]. The catalyst class is: 32. (7) Reactant: [F:1][C:2]1[CH:44]=[CH:43][C:42]([F:45])=[CH:41][C:3]=1[CH2:4][NH:5][CH2:6][C@@H:7]1[CH2:11][C@@H:10]([S:12][C:13]([C:26]2[CH:31]=[CH:30][CH:29]=[CH:28][CH:27]=2)([C:20]2[CH:25]=[CH:24][CH:23]=[CH:22][CH:21]=2)[C:14]2[CH:19]=[CH:18][CH:17]=[CH:16][CH:15]=2)[CH2:9][N:8]1[C:32]1[N:37]=[CH:36][C:35]([CH2:38][CH2:39][CH3:40])=[CH:34][N:33]=1.[C:46](Cl)(=[O:48])[CH3:47]. Product: [F:1][C:2]1[CH:44]=[CH:43][C:42]([F:45])=[CH:41][C:3]=1[CH2:4][N:5]([CH2:6][C@@H:7]1[CH2:11][C@@H:10]([S:12][C:13]([C:14]2[CH:15]=[CH:16][CH:17]=[CH:18][CH:19]=2)([C:26]2[CH:31]=[CH:30][CH:29]=[CH:28][CH:27]=2)[C:20]2[CH:21]=[CH:22][CH:23]=[CH:24][CH:25]=2)[CH2:9][N:8]1[C:32]1[N:33]=[CH:34][C:35]([CH2:38][CH2:39][CH3:40])=[CH:36][N:37]=1)[C:46](=[O:48])[CH3:47]. The catalyst class is: 17. (8) Product: [CH3:8][C:6]1([CH3:7])[C:2]([CH3:16])([CH3:1])[O:3][B:4]([C:9]2[CH:15]=[CH:14][C:12]([NH:13][C:23](=[O:24])[C:18]3[CH:19]=[CH:20][CH:21]=[CH:22][N:17]=3)=[CH:11][CH:10]=2)[O:5]1. The catalyst class is: 18. Reactant: [CH3:1][C:2]1([CH3:16])[C:6]([CH3:8])([CH3:7])[O:5][B:4]([C:9]2[CH:15]=[CH:14][C:12]([NH2:13])=[CH:11][CH:10]=2)[O:3]1.[N:17]1[CH:22]=[CH:21][CH:20]=[CH:19][C:18]=1[C:23](O)=[O:24].CN(C(ON1N=NC2C=CC=CC1=2)=[N+](C)C)C.[B-](F)(F)(F)F.CCN(C(C)C)C(C)C.